This data is from Reaction yield outcomes from USPTO patents with 853,638 reactions. The task is: Predict the reaction yield, written as a fraction of the theoretical maximum amount of product (1.0 means a 100% yield; for example, 0.34 means a 34% yield). (1) The reactants are [CH2:1]1[CH:6]2[CH2:7][C:8]3([NH2:11])[CH2:10][CH:4]([CH2:5]2)[CH2:3][CH:2]1[CH2:9]3.[CH3:12][C:13]1[S:17][C:16]([C:18]2[S:19][C:20]([CH:23]=O)=[CH:21][CH:22]=2)=[CH:15][CH:14]=1. No catalyst specified. The product is [CH3:12][C:13]1[S:17][C:16]([C:18]2[S:19][C:20]([CH2:23][NH:11][C:8]34[CH2:10][CH:4]5[CH2:5][CH:6]([CH2:1][CH:2]([CH2:3]5)[CH2:9]3)[CH2:7]4)=[CH:21][CH:22]=2)=[CH:15][CH:14]=1. The yield is 0.720. (2) The reactants are Br[C:2]1[CH:7]=[CH:6][C:5]([N:8]([C:13]2[C:32]([CH:33]3[CH2:35][CH2:34]3)=[CH:31][C:16]3[C:17]([C:27]([NH:29][CH3:30])=[O:28])=[C:18]([C:20]4[CH:25]=[CH:24][C:23]([F:26])=[CH:22][CH:21]=4)[O:19][C:15]=3[CH:14]=2)[S:9]([CH3:12])(=[O:11])=[O:10])=[CH:4][C:3]=1[F:36].[B:37]1([B:37]2[O:41][C:40]([CH3:43])([CH3:42])[C:39]([CH3:45])([CH3:44])[O:38]2)[O:41][C:40]([CH3:43])([CH3:42])[C:39]([CH3:45])([CH3:44])[O:38]1.C([O-])(=O)C.[K+]. The catalyst is O1CCOCC1.C1C=CC(P(C2C=CC=CC=2)[C-]2C=CC=C2)=CC=1.C1C=CC(P(C2C=CC=CC=2)[C-]2C=CC=C2)=CC=1.Cl[Pd]Cl.[Fe+2]. The product is [CH:33]1([C:32]2[C:13]([N:8]([C:5]3[CH:6]=[CH:7][C:2]([B:37]4[O:41][C:40]([CH3:43])([CH3:42])[C:39]([CH3:45])([CH3:44])[O:38]4)=[C:3]([F:36])[CH:4]=3)[S:9]([CH3:12])(=[O:11])=[O:10])=[CH:14][C:15]3[O:19][C:18]([C:20]4[CH:21]=[CH:22][C:23]([F:26])=[CH:24][CH:25]=4)=[C:17]([C:27]([NH:29][CH3:30])=[O:28])[C:16]=3[CH:31]=2)[CH2:35][CH2:34]1. The yield is 0.560. (3) The reactants are Cl[C:2]1[N:7]=[CH:6][N:5]=[C:4]([NH2:8])[CH:3]=1.[N:9]1[CH:14]=[CH:13][C:12](B(O)O)=[CH:11][CH:10]=1.C([O-])([O-])=O.[Na+].[Na+]. The catalyst is COCCOC.CCO.O.Cl[Pd](Cl)([P](C1C=CC=CC=1)(C1C=CC=CC=1)C1C=CC=CC=1)[P](C1C=CC=CC=1)(C1C=CC=CC=1)C1C=CC=CC=1. The product is [N:9]1[CH:14]=[CH:13][CH:12]=[C:11]([C:2]2[N:7]=[CH:6][N:5]=[C:4]([NH2:8])[CH:3]=2)[CH:10]=1. The yield is 0.350. (4) The product is [N+:1]([C:4]1[CH:8]=[CH:7][N:6]([S:28]([C:22]2[CH:27]=[CH:26][CH:25]=[CH:24][CH:23]=2)(=[O:30])=[O:29])[CH:5]=1)([O-:3])=[O:2]. The reactants are [N+:1]([C:4]1[CH:8]=[CH:7][NH:6][CH:5]=1)([O-:3])=[O:2].C(N(C(C)C)CC)(C)C.ClC(Cl)C.[C:22]1([S:28](Cl)(=[O:30])=[O:29])[CH:27]=[CH:26][CH:25]=[CH:24][CH:23]=1. The yield is 0.280. No catalyst specified. (5) The reactants are [NH2:1][C:2]1[CH:3]=[C:4]([CH:9]=[CH:10][N:11]=1)[C:5]([O:7][CH3:8])=[O:6].[CH3:12][N:13](C(OC)OC)C.CO. The catalyst is CN(C=O)C. The product is [CH3:8][O:7][C:5]([C:4]1[CH:9]=[CH:10][N:11]2[N:13]=[CH:12][N:1]=[C:2]2[CH:3]=1)=[O:6]. The yield is 0.180. (6) The reactants are [CH:1]1([C@@H:5]([NH2:7])[CH3:6])[CH2:4][CH2:3][CH2:2]1.[CH:8](=O)[C:9]1[CH:14]=[CH:13][CH:12]=[CH:11][CH:10]=1.[BH-](OC(C)=O)(OC(C)=O)OC(C)=O.[Na+]. The catalyst is CO. The product is [CH2:8]([NH:7][C@@H:5]([CH:1]1[CH2:4][CH2:3][CH2:2]1)[CH3:6])[C:9]1[CH:14]=[CH:13][CH:12]=[CH:11][CH:10]=1. The yield is 0.700. (7) The product is [S:1]1[CH:5]=[CH:4][CH:3]=[C:2]1[C:6]1[C:11]2=[N:12][S:13][N:14]=[C:10]2[C:9]([C:15]2[S:19][C:18]([CH2:20][OH:21])=[CH:17][CH:16]=2)=[CH:8][CH:7]=1. The yield is 0.994. The catalyst is C1COCC1.C(O)C. The reactants are [S:1]1[CH:5]=[CH:4][CH:3]=[C:2]1[C:6]1[C:11]2=[N:12][S:13][N:14]=[C:10]2[C:9]([C:15]2[S:19][C:18]([CH:20]=[O:21])=[CH:17][CH:16]=2)=[CH:8][CH:7]=1.[BH4-].[Na+]. (8) The reactants are I[C:2]1[CH:3]=[CH:4][CH:5]=[C:6]2[C:11]=1[CH:10]=[C:9]([OH:12])[CH:8]=[CH:7]2.[CH2:13]([Sn](CCCC)(CCCC)C=C)[CH2:14]CC.O. The catalyst is C1(C)C=CC=CC=1.C1C=CC([P]([Pd]([P](C2C=CC=CC=2)(C2C=CC=CC=2)C2C=CC=CC=2)([P](C2C=CC=CC=2)(C2C=CC=CC=2)C2C=CC=CC=2)[P](C2C=CC=CC=2)(C2C=CC=CC=2)C2C=CC=CC=2)(C2C=CC=CC=2)C2C=CC=CC=2)=CC=1. The product is [CH:13]([C:2]1[CH:3]=[CH:4][CH:5]=[C:6]2[C:11]=1[CH:10]=[C:9]([OH:12])[CH:8]=[CH:7]2)=[CH2:14]. The yield is 1.00. (9) The yield is 0.480. The product is [Cl:1][C:2]1[CH:3]=[C:4]([C:8]2[C:9]([O:24][CH3:25])=[N:10][CH:11]=[C:12]([CH2:14][N:15]3[CH:19]=[CH:18][N:17]=[N:16]3)[CH:13]=2)[CH:5]=[CH:6][CH:7]=1. The reactants are [Cl:1][C:2]1[CH:3]=[C:4]([C:8]2[C:9]([O:24][CH3:25])=[N:10][CH:11]=[C:12]([CH2:14][N:15]3[CH:19]=[C:18]([Si](C)(C)C)[N:17]=[N:16]3)[CH:13]=2)[CH:5]=[CH:6][CH:7]=1.N(CC1C=C(C2C=CC=C(Cl)C=2)C(OC)=NC=1)=[N+]=[N-].C([Si](C)(C)C)#C.C(N(C(C)C)CC)(C)C. The catalyst is C1COCC1.O.[Cu]I.